From a dataset of Forward reaction prediction with 1.9M reactions from USPTO patents (1976-2016). Predict the product of the given reaction. Given the reactants [NH:1]1[CH:5]=[CH:4][C:3]([C:6]2[CH:7]=[N:8][CH:9]=[CH:10][CH:11]=2)=[N:2]1.[N+:12]([O-])([OH:14])=[O:13].C(=O)([O-])[O-].[Na+].[Na+], predict the reaction product. The product is: [N+:12]([C:4]1[C:3]([C:6]2[CH:7]=[N:8][CH:9]=[CH:10][CH:11]=2)=[N:2][NH:1][CH:5]=1)([O-:14])=[O:13].